From a dataset of Catalyst prediction with 721,799 reactions and 888 catalyst types from USPTO. Predict which catalyst facilitates the given reaction. (1) Reactant: [H-].[Na+].[Br:3][C:4]1[N:9]=[C:8]([CH2:10][CH2:11][OH:12])[CH:7]=[CH:6][CH:5]=1.[CH3:13]I.O. Product: [Br:3][C:4]1[CH:5]=[CH:6][CH:7]=[C:8]([CH2:10][CH2:11][O:12][CH3:13])[N:9]=1. The catalyst class is: 54. (2) Reactant: [Cl:1][C:2]([Cl:11])([Cl:10])[C:3]([C:5]1[NH:6][CH:7]=[CH:8][CH:9]=1)=[O:4].[N+:12]([O-:15])(O)=[O:13].[CH:16](O)(C)C. Product: [N+:12]([C:8]1[CH:9]=[C:5]([C:3](=[O:4])[C:2]([Cl:1])([Cl:10])[Cl:11])[N:6]([CH3:16])[CH:7]=1)([O-:15])=[O:13]. The catalyst class is: 152.